From a dataset of TCR-epitope binding with 47,182 pairs between 192 epitopes and 23,139 TCRs. Binary Classification. Given a T-cell receptor sequence (or CDR3 region) and an epitope sequence, predict whether binding occurs between them. The epitope is ATVVIGTSK. The TCR CDR3 sequence is CASSATWTSGPRTDTQYF. Result: 1 (the TCR binds to the epitope).